This data is from Tox21: 12 toxicity assays (nuclear receptors and stress response pathways). The task is: Binary classification across 12 toxicity assays. (1) The drug is Cc1oc(C)c(C(=O)Nc2ccccc2)c1C. It tested positive (active) for: NR-AhR (Aryl hydrocarbon Receptor agonist activity), NR-Aromatase (Aromatase enzyme inhibition), SR-ARE (Antioxidant Response Element (oxidative stress)), and SR-MMP (Mitochondrial Membrane Potential disruption). (2) The drug is Cc1ccc(C=C2C(=O)C3CCC2C3(C)C)cc1. It tested positive (active) for: SR-MMP (Mitochondrial Membrane Potential disruption). (3) The compound is CSc1nc2cc(Cl)c(Oc3cccc(Cl)c3Cl)cc2[nH]1. It tested positive (active) for: NR-Aromatase (Aromatase enzyme inhibition), and SR-MMP (Mitochondrial Membrane Potential disruption). (4) The molecule is Cl[In](Cl)Cl. It tested positive (active) for: NR-ER (Estrogen Receptor agonist activity), and SR-ARE (Antioxidant Response Element (oxidative stress)). (5) The compound is O=C(c1ccccc1)c1ccc(O)c(O)c1O. It tested positive (active) for: NR-ER (Estrogen Receptor agonist activity), NR-ER-LBD (Estrogen Receptor Ligand Binding Domain agonist), and SR-MMP (Mitochondrial Membrane Potential disruption). (6) The drug is Cc1cccc(C#N)c1. It tested positive (active) for: NR-ER (Estrogen Receptor agonist activity). (7) The molecule is CCCCC[C@H](O)/C=C/[C@H]1[C@H](O)C[C@H](O)[C@@H]1C/C=C\CCCC(=O)O. It tested positive (active) for: NR-ER (Estrogen Receptor agonist activity).